This data is from Forward reaction prediction with 1.9M reactions from USPTO patents (1976-2016). The task is: Predict the product of the given reaction. (1) Given the reactants C(O)=O.[NH2:4][CH2:5][CH2:6][C:7]1[CH:32]=[CH:31][C:10]([NH:11][CH:12]2[CH2:17][CH2:16][N:15]([C:18]([NH:20][CH2:21][CH2:22][C:23]3[CH:28]=[CH:27][C:26]([CH2:29][CH3:30])=[CH:25][CH:24]=3)=[O:19])[CH2:14][CH2:13]2)=[CH:9][CH:8]=1.C([Si]([O:50][C:51]1[CH:56]=[CH:55][C:54]([O:57][CH2:58][CH:59]2[CH2:61][O:60]2)=[CH:53][CH:52]=1)(C1C=CC=CC=1)C1C=CC=CC=1)(C)(C)C, predict the reaction product. The product is: [CH2:29]([C:26]1[CH:25]=[CH:24][C:23]([CH2:22][CH2:21][NH:20][C:18]([N:15]2[CH2:16][CH2:17][CH:12]([NH:11][C:10]3[CH:9]=[CH:8][C:7]([CH2:6][CH2:5][NH:4][CH2:61][C@H:59]([OH:60])[CH2:58][O:57][C:54]4[CH:55]=[CH:56][C:51]([OH:50])=[CH:52][CH:53]=4)=[CH:32][CH:31]=3)[CH2:13][CH2:14]2)=[O:19])=[CH:28][CH:27]=1)[CH3:30]. (2) Given the reactants [C:1]([C:3]1[C:4]([N:16]2[CH2:21][CH2:20][CH:19]([C:22]([OH:24])=O)[CH2:18][CH2:17]2)=[N:5][C:6]([CH3:15])=[C:7]([C:9]([O:11][CH:12]([CH3:14])[CH3:13])=[O:10])[CH:8]=1)#[N:2].CN(C(ON1N=NC2C=CC=CC1=2)=[N+](C)C)C.[B-](F)(F)(F)F.CCN(C(C)C)C(C)C.[C:56]1([S:62]([NH2:65])(=[O:64])=[O:63])[CH:61]=[CH:60][CH:59]=[CH:58][CH:57]=1.C([O-])(O)=O.[Na+], predict the reaction product. The product is: [C:1]([C:3]1[C:4]([N:16]2[CH2:17][CH2:18][CH:19]([C:22]([NH:65][S:62]([C:56]3[CH:61]=[CH:60][CH:59]=[CH:58][CH:57]=3)(=[O:64])=[O:63])=[O:24])[CH2:20][CH2:21]2)=[N:5][C:6]([CH3:15])=[C:7]([CH:8]=1)[C:9]([O:11][CH:12]([CH3:14])[CH3:13])=[O:10])#[N:2].